This data is from Peptide-MHC class I binding affinity with 185,985 pairs from IEDB/IMGT. The task is: Regression. Given a peptide amino acid sequence and an MHC pseudo amino acid sequence, predict their binding affinity value. This is MHC class I binding data. (1) The peptide sequence is FTFERSKIK. The MHC is HLA-B15:01 with pseudo-sequence HLA-B15:01. The binding affinity (normalized) is 0.0847. (2) The peptide sequence is MVTDKTAYI. The MHC is HLA-A02:01 with pseudo-sequence HLA-A02:01. The binding affinity (normalized) is 0.499. (3) The peptide sequence is GDYKLVEI. The MHC is HLA-B40:01 with pseudo-sequence HLA-B40:01. The binding affinity (normalized) is 0.821. (4) The peptide sequence is YIFPGDKTSY. The MHC is HLA-A33:01 with pseudo-sequence HLA-A33:01. The binding affinity (normalized) is 0.